Dataset: Reaction yield outcomes from USPTO patents with 853,638 reactions. Task: Predict the reaction yield, written as a fraction of the theoretical maximum amount of product (1.0 means a 100% yield; for example, 0.34 means a 34% yield). (1) The yield is 0.650. The product is [NH2:28][C:25]1[CH:26]=[CH:27][C:22]([NH:21][C:15]2[C:12]3[C:13](=[O:14])[NH:8][CH:9]=[N:10][C:11]=3[N:18]([CH3:19])[C:17](=[O:20])[CH:16]=2)=[C:23]([F:31])[CH:24]=1. The reactants are C([N:8]1[C:13](=[O:14])[C:12]2[C:15]([NH:21][C:22]3[CH:27]=[CH:26][C:25]([N+:28]([O-])=O)=[CH:24][C:23]=3[F:31])=[CH:16][C:17](=[O:20])[N:18]([CH3:19])[C:11]=2[N:10]=[CH:9]1)C1C=CC=CC=1.C([O-])=O.[NH4+]. The catalyst is O1CCOCC1.[OH-].[Pd+2].[OH-]. (2) The reactants are [N+:1]([O-:4])([O-])=[O:2].[K+].[Cl:6][C:7]1[C:14]([Cl:15])=[CH:13][CH:12]=[CH:11][C:8]=1[CH:9]=[O:10]. The catalyst is S(=O)(=O)(O)O. The product is [Cl:6][C:7]1[C:14]([Cl:15])=[CH:13][CH:12]=[C:11]([N+:1]([O-:4])=[O:2])[C:8]=1[CH:9]=[O:10]. The yield is 0.340. (3) The reactants are [I:1][C:2]1[CH:12]=[N:11][C:5]2[NH:6][CH2:7][C:8](=[O:10])[NH:9][C:4]=2[CH:3]=1.[F:13][C:14]1[CH:21]=[C:20]([F:22])[C:19]([F:23])=[CH:18][C:15]=1[CH2:16]Br. No catalyst specified. The product is [I:1][C:2]1[CH:12]=[N:11][C:5]2[NH:6][CH2:7][C:8](=[O:10])[N:9]([CH2:16][C:15]3[CH:18]=[C:19]([F:23])[C:20]([F:22])=[CH:21][C:14]=3[F:13])[C:4]=2[CH:3]=1. The yield is 0.550.